From a dataset of Reaction yield outcomes from USPTO patents with 853,638 reactions. Predict the reaction yield, written as a fraction of the theoretical maximum amount of product (1.0 means a 100% yield; for example, 0.34 means a 34% yield). (1) The reactants are [C:1]1([CH:13]2[CH2:18][CH2:17][C:16](=[C:19]([CH3:22])[C:20]#[N:21])[CH2:15][CH2:14]2)[N:2]=[N:3][N:4]2[C:9]=1[C:8]1[CH:10]=[CH:11][NH:12][C:7]=1[N:6]=[CH:5]2.C1(C2CCC(=CC#N)CC2)N=NN2C=1C1C=CNC=1N=C2. No catalyst specified. The product is [C:1]1([C@@H:13]2[CH2:14][CH2:15][C@H:16]([CH:19]([CH3:22])[C:20]#[N:21])[CH2:17][CH2:18]2)[N:2]=[N:3][N:4]2[C:9]=1[C:8]1[CH:10]=[CH:11][NH:12][C:7]=1[N:6]=[CH:5]2.[C:1]1([C@H:13]2[CH2:14][CH2:15][C@H:16]([CH:19]([CH3:22])[C:20]#[N:21])[CH2:17][CH2:18]2)[N:2]=[N:3][N:4]2[C:9]=1[C:8]1[CH:10]=[CH:11][NH:12][C:7]=1[N:6]=[CH:5]2. The yield is 0.0700. (2) The reactants are [Br:1][C:2]1[C:3](F)=[C:4]2[C:10]([NH:11][C:12]([C:14]3[CH:15]=[N:16][N:17]([CH2:19][C:20]4[CH:25]=[CH:24][C:23]([O:26][CH3:27])=[CH:22][CH:21]=4)[CH:18]=3)=[O:13])=[CH:9][NH:8][C:5]2=[N:6][CH:7]=1.[NH:29]1[CH2:34][CH2:33][CH2:32][C@@H:31]([NH:35][C:36](=[O:42])[O:37][C:38]([CH3:41])([CH3:40])[CH3:39])[CH2:30]1. The catalyst is CCCCO. The product is [Br:1][C:2]1[C:3]([N:29]2[CH2:34][CH2:33][CH2:32][C@@H:31]([NH:35][C:36](=[O:42])[O:37][C:38]([CH3:40])([CH3:39])[CH3:41])[CH2:30]2)=[C:4]2[C:10]([NH:11][C:12]([C:14]3[CH:15]=[N:16][N:17]([CH2:19][C:20]4[CH:25]=[CH:24][C:23]([O:26][CH3:27])=[CH:22][CH:21]=4)[CH:18]=3)=[O:13])=[CH:9][NH:8][C:5]2=[N:6][CH:7]=1. The yield is 0.180. (3) The reactants are [Cl:1][C:2]1[S:6][CH:5]=[C:4]([C:7]2[O:11][N:10]=[C:9]([C@H:12]3[CH2:17][C@@H:16]4[C@@H:14]([CH2:15]4)[N:13]3[C:18](=[S:21])[NH:19][CH3:20])[CH:8]=2)[CH:3]=1.[CH3:22]C(C)([O-])C.[Na+].IC. The catalyst is C1COCC1. The product is [Cl:1][C:2]1[S:6][CH:5]=[C:4]([C:7]2[O:11][N:10]=[C:9]([C@H:12]3[CH2:17][C@@H:16]4[C@@H:14]([CH2:15]4)[N:13]3[C:18]([S:21][CH3:22])=[N:19][CH3:20])[CH:8]=2)[CH:3]=1. The yield is 0.940. (4) The reactants are Br.[NH2:2][CH2:3][CH2:4][CH2:5][CH2:6][C:7]1[CH:12]=[CH:11][C:10]([OH:13])=[CH:9][CH:8]=1.[C:14]1(=O)[O:19][C:17](=[O:18])[C:16]2=[CH:20][CH:21]=[CH:22][CH:23]=[C:15]12.C(N(CC)CC)C. The catalyst is C(Cl)(Cl)Cl. The product is [OH:13][C:10]1[CH:9]=[CH:8][C:7]([CH2:6][CH2:5][CH2:4][CH2:3][N:2]2[C:17](=[O:18])[C:16]3[C:15](=[CH:23][CH:22]=[CH:21][CH:20]=3)[C:14]2=[O:19])=[CH:12][CH:11]=1. The yield is 0.410.